Dataset: Reaction yield outcomes from USPTO patents with 853,638 reactions. Task: Predict the reaction yield, written as a fraction of the theoretical maximum amount of product (1.0 means a 100% yield; for example, 0.34 means a 34% yield). (1) The reactants are [C:1](/[C:3](=[N:9]\O)/[C:4]([O:6][CH2:7][CH3:8])=[O:5])#[N:2].S(S([O-])=O)([O-])=O.[Na+].[Na+].[Na+].[Cl-]. The catalyst is O.C([O-])(O)=O.[Na+].C(Cl)Cl. The product is [N:2]#[C:1][C@@H:3]([C:4]([O:6][CH2:7][CH3:8])=[O:5])[NH2:9]. The yield is 0.250. (2) The catalyst is C1COCC1. The product is [CH3:40][O:39][C:29]1[CH:30]=[C:31]([N:34]2[CH:38]=[CH:37][CH:36]=[N:35]2)[CH:32]=[CH:33][C:28]=1[C:25]1[N:24]=[N:23][C:22]([O:7][CH:8]2[CH2:9][CH2:10][N:11]([C:14]([O:16][C:17]([CH3:20])([CH3:19])[CH3:18])=[O:15])[CH2:12][CH2:13]2)=[CH:27][CH:26]=1. The reactants are CC(C)([O-])C.[K+].[OH:7][CH:8]1[CH2:13][CH2:12][N:11]([C:14]([O:16][C:17]([CH3:20])([CH3:19])[CH3:18])=[O:15])[CH2:10][CH2:9]1.Cl[C:22]1[N:23]=[N:24][C:25]([C:28]2[CH:33]=[CH:32][C:31]([N:34]3[CH:38]=[CH:37][CH:36]=[N:35]3)=[CH:30][C:29]=2[O:39][CH3:40])=[CH:26][CH:27]=1. The yield is 0.890. (3) The catalyst is C(Cl)Cl. The reactants are [C:1](=[O:19])([S:3][CH2:4][C@H:5]1[CH2:10][CH2:9][C@H:8]([NH:11]C(OC(C)(C)C)=O)[CH2:7][CH2:6]1)[CH3:2].[F:20][C:21]([F:26])([F:25])[C:22]([OH:24])=[O:23]. The product is [F:20][C:21]([F:26])([F:25])[C:22]([OH:24])=[O:23].[NH2:11][C@H:8]1[CH2:7][CH2:6][C@H:5]([CH2:4][SH:3]=[C:1]([OH:19])[CH3:2])[CH2:10][CH2:9]1. The yield is 1.00. (4) The reactants are [CH3:1][C:2]([O:5][C:6]([N:8]1[C@H:12]([C:13]([OH:15])=O)[CH2:11][CH:10]([OH:16])[CH2:9]1)=[O:7])([CH3:4])[CH3:3].CN1CCOCC1.CN(C(ON1N=NC2C=CC=NC1=2)=[N+](C)C)C.F[P-](F)(F)(F)(F)F.Cl.[NH2:49][C@:50]1([C:55]([O:57][CH2:58][CH3:59])=[O:56])[CH2:52][C@H:51]1[CH:53]=[CH2:54]. The catalyst is C(Cl)Cl.[Au]. The product is [C:2]([O:5][C:6]([N:8]1[CH2:9][C@H:10]([OH:16])[CH2:11][C@H:12]1[C:13]([NH:49][C@:50]1([C:55]([O:57][CH2:58][CH3:59])=[O:56])[CH2:52][C@H:51]1[CH:53]=[CH2:54])=[O:15])=[O:7])([CH3:1])([CH3:3])[CH3:4]. The yield is 0.940. (5) The reactants are [NH2:1][CH:2]1[CH2:7][CH2:6][CH2:5][N:4]([C:8]([O:10][C:11]([CH3:14])([CH3:13])[CH3:12])=[O:9])[CH2:3]1.[Br:15][C:16]1[CH:17]=[N:18][C:19](Cl)=[N:20][CH:21]=1.C([O-])([O-])=O.[K+].[K+].CCN(C(C)C)C(C)C. The catalyst is CC1C=CC=CC=1C.CC(=O)OCC.CCCCCCC. The product is [C:11]([O:10][C:8]([N:4]1[CH2:5][CH2:6][CH2:7][CH:2]([NH:1][C:19]2[N:20]=[CH:21][C:16]([Br:15])=[CH:17][N:18]=2)[CH2:3]1)=[O:9])([CH3:14])([CH3:13])[CH3:12]. The yield is 0.460. (6) The product is [CH3:36][C:35]([CH3:38])([CH3:37])[C:34]([NH:33][C:31]1[CH:32]=[C:27]([C:25]2[N:24]=[C:21]3[N:20]([CH:26]=2)[N:19]=[C:18]([N:14]2[CH2:15][CH2:16][CH:12]([NH:11][CH3:10])[CH2:13]2)[CH:23]=[CH:22]3)[CH:28]=[CH:29][C:30]=1[CH3:40])=[O:39]. The reactants are C(N(C(C)C)CC)(C)C.[CH3:10][NH:11][CH:12]1[CH2:16][CH2:15][NH:14][CH2:13]1.Cl[C:18]1[CH:23]=[CH:22][C:21]2=[N:24][C:25]([C:27]3[CH:28]=[CH:29][C:30]([CH3:40])=[C:31]([NH:33][C:34](=[O:39])[C:35]([CH3:38])([CH3:37])[CH3:36])[CH:32]=3)=[CH:26][N:20]2[N:19]=1. The yield is 0.150. The catalyst is C(O)CCC.